Task: Regression. Given a peptide amino acid sequence and an MHC pseudo amino acid sequence, predict their binding affinity value. This is MHC class I binding data.. Dataset: Peptide-MHC class I binding affinity with 185,985 pairs from IEDB/IMGT (1) The peptide sequence is RTRDIYISR. The MHC is HLA-A31:01 with pseudo-sequence HLA-A31:01. The binding affinity (normalized) is 0.853. (2) The binding affinity (normalized) is 0.441. The MHC is H-2-Kb with pseudo-sequence H-2-Kb. The peptide sequence is HMWNFISGI.